Dataset: Reaction yield outcomes from USPTO patents with 853,638 reactions. Task: Predict the reaction yield, written as a fraction of the theoretical maximum amount of product (1.0 means a 100% yield; for example, 0.34 means a 34% yield). (1) The yield is 0.970. The catalyst is ClCCl. The reactants are [OH:1][CH2:2][CH:3]1[CH2:12][CH:11]([CH2:13][OH:14])[CH2:10][C:5]2([O:9][CH2:8][CH2:7][O:6]2)[CH2:4]1.C(N(CC)CC)C.[CH3:22][S:23](Cl)(=[O:25])=[O:24]. The product is [CH3:22][S:23]([O:1][CH2:2][CH:3]1[CH2:12][CH:11]([CH2:13][O:14][S:23]([CH3:22])(=[O:25])=[O:24])[CH2:10][C:5]2([O:6][CH2:7][CH2:8][O:9]2)[CH2:4]1)(=[O:25])=[O:24]. (2) The reactants are [CH:1]#[C:2][CH:3](O)[CH2:4][CH3:5].C1CCN2C(=NCCC2)CC1.FC(F)(F)C(OC(=O)C(F)(F)F)=O.[Cl:31][C:32]1[CH:41]=[C:36]([C:37]([O:39][CH3:40])=[O:38])[C:35]([OH:42])=[CH:34][CH:33]=1.[Cl-].[NH4+]. The catalyst is C(#N)C. The product is [Cl:31][C:32]1[CH:33]=[CH:34][C:35]([O:42][CH:3]([CH2:4][CH3:5])[C:2]#[CH:1])=[C:36]([CH:41]=1)[C:37]([O:39][CH3:40])=[O:38]. The yield is 0.786.